From a dataset of Experimental lipophilicity measurements (octanol/water distribution) for 4,200 compounds from AstraZeneca. Regression/Classification. Given a drug SMILES string, predict its absorption, distribution, metabolism, or excretion properties. Task type varies by dataset: regression for continuous measurements (e.g., permeability, clearance, half-life) or binary classification for categorical outcomes (e.g., BBB penetration, CYP inhibition). For this dataset (lipophilicity_astrazeneca), we predict Y. (1) The compound is CCOc1cc(Nc2nc3c(cc2F)ncn3[C@@H](CO)c2ccc(F)cn2)n[nH]1. The Y is 2.55 logD. (2) The molecule is COCCOc1cc(Nc2nccc(N(C)c3cc(CO)ccc3C)n2)cc(N2CCOCC2)c1. The Y is 3.30 logD. (3) The molecule is Cn1ncnc1-c1c2c(=O)n(C)c(=O)n(CC3CC3)c2nn1Cc1ccnc2ccc(Cl)cc12. The Y is 3.80 logD. (4) The Y is 2.30 logD. The molecule is COC(=O)[C@@H]1C2CCC(C[C@@H]1c1ccc(I)cc1)N2CCCF. (5) The molecule is Cc1c(-c2ccccc2F)c(=O)n(C[C@H](N)c2ccccc2)c(=O)n1Cc1c(F)cccc1F. The Y is 2.76 logD.